Task: Predict the product of the given reaction.. Dataset: Forward reaction prediction with 1.9M reactions from USPTO patents (1976-2016) Given the reactants B(F)(F)F.CCOCC.[CH2:10]([C:17]1[C:18]([OH:39])=[CH:19][CH:20]=[C:21]2[C:26]=1[O:25][C:24](=[O:27])[C:23]([NH:28][C:29](=[O:38])[O:30][CH2:31][C:32]1[CH:37]=[CH:36][CH:35]=[CH:34][CH:33]=1)=[CH:22]2)[C:11]1[CH:16]=[CH:15][CH:14]=[CH:13][CH:12]=1.[CH3:40][O:41][C@H:42]1[C:47]([CH3:49])([CH3:48])[O:46][C@H:45](N=C([O-])C(Cl)(Cl)Cl)[C@@H:44]2[O:57][C:58](=[O:60])[O:59][C@H:43]12.C(N(CC)CC)C, predict the reaction product. The product is: [CH2:10]([C:17]1[C:18]([O:39][C@H:45]2[C@@H:44]3[O:57][C:58](=[O:60])[O:59][C@@H:43]3[C@@H:42]([O:41][CH3:40])[C:47]([CH3:49])([CH3:48])[O:46]2)=[CH:19][CH:20]=[C:21]2[C:26]=1[O:25][C:24](=[O:27])[C:23]([NH:28][C:29](=[O:38])[O:30][CH2:31][C:32]1[CH:37]=[CH:36][CH:35]=[CH:34][CH:33]=1)=[CH:22]2)[C:11]1[CH:16]=[CH:15][CH:14]=[CH:13][CH:12]=1.